This data is from Reaction yield outcomes from USPTO patents with 853,638 reactions. The task is: Predict the reaction yield, written as a fraction of the theoretical maximum amount of product (1.0 means a 100% yield; for example, 0.34 means a 34% yield). (1) The reactants are O=C[C@@H]([C@H]([C@@H]([C@@H](CO)O)O)O)O.C1C=[N+]([C@@H]2O[C@H](COP(OP(OC[C@H]3O[C@@H](N4C5N=CN=C(N)C=5N=C4)[C@H](OP(O)(O)=O)[C@@H]3O)(O)=O)(O)=O)[C@@H](O)[C@H]2O)C=C(C(N)=O)C=1.[CH2:61]([N:68]1[CH2:72][CH2:71][C:70](=[O:73])[CH2:69]1)[C:62]1[CH:67]=[CH:66][CH:65]=[CH:64][CH:63]=1.Cl.[OH-].[Na+]. No catalyst specified. The product is [CH2:61]([N:68]1[CH2:72][CH2:71][CH:70]([OH:73])[CH2:69]1)[C:62]1[CH:63]=[CH:64][CH:65]=[CH:66][CH:67]=1. The yield is 0.930. (2) The reactants are [CH3:1][O:2][C:3]1[CH:4]=[C:5]([C:11]2[C@@H:20]3[C@@H:15]([CH2:16][CH2:17][CH2:18][CH2:19]3)[C:14](=[O:21])[N:13]([CH:22]3[CH2:27][CH2:26][N:25]([C:28](=[O:49])[C@H:29]([NH:41]C(=O)OC(C)(C)C)[CH2:30][C:31]4[C:39]5[C:34](=[CH:35][CH:36]=[CH:37][CH:38]=5)[N:33]([CH3:40])[CH:32]=4)[CH2:24][CH2:23]3)[N:12]=2)[CH:6]=[CH:7][C:8]=1[O:9][CH3:10].FC(F)(F)C(O)=O. The catalyst is C(Cl)Cl. The product is [OH-:2].[NH4+:12].[NH2:41][C@H:29]([CH2:30][C:31]1[C:39]2[C:34](=[CH:35][CH:36]=[CH:37][CH:38]=2)[N:33]([CH3:40])[CH:32]=1)[C:28]([N:25]1[CH2:24][CH2:23][CH:22]([N:13]2[N:12]=[C:11]([C:5]3[CH:6]=[CH:7][C:8]([O:9][CH3:10])=[C:3]([O:2][CH3:1])[CH:4]=3)[C@@H:20]3[C@@H:15]([CH2:16][CH2:17][CH2:18][CH2:19]3)[C:14]2=[O:21])[CH2:27][CH2:26]1)=[O:49]. The yield is 0.0100. (3) The reactants are CN(C1CCCCC1)[CH:3]1CCCC[CH2:4]1.Br[C:16]1[S:20][C:19]([C:21]([CH2:23][C:24]([C:26]([F:29])([F:28])[F:27])=[O:25])=[O:22])=[CH:18][CH:17]=1.C=C.Cl. The catalyst is O.CCOCC.C(P(C(C)(C)C)C(C)(C)C)(C)(C)C.O1CCOCC1. The product is [CH:3]([C:16]1[S:20][C:19]([C:21]([CH2:23][C:24]([C:26]([F:29])([F:28])[F:27])=[O:25])=[O:22])=[CH:18][CH:17]=1)=[CH2:4]. The yield is 0.320. (4) The reactants are C([N:4]([C:40]1[CH:45]=[CH:44][C:43]([Cl:46])=[CH:42][CH:41]=1)[C@H:5]1[C:14]2[C:9](=[CH:10][CH:11]=[CH:12][CH:13]=2)[N:8]([C:15]([C:17]2[CH:38]=[CH:37][C:20]([O:21][CH2:22][CH2:23][CH:24]([NH:29][C:30](OC(C)(C)C)=O)[C:25]([O:27][CH3:28])=[O:26])=[CH:19][CH:18]=2)=[O:16])[C@@H:7]([CH3:39])[CH2:6]1)(=O)C.Cl.[C:48](O[BH-](OC(=O)C)OC(=O)C)(=O)[CH3:49].[Na+].[CH:62](=[O:64])[CH3:63].Cl[CH2:66]Cl. The catalyst is O1CCOCC1. The product is [C:62]([N:4]([C:40]1[CH:45]=[CH:44][C:43]([Cl:46])=[CH:42][CH:41]=1)[C@H:5]1[C:14]2[C:9](=[CH:10][CH:11]=[CH:12][CH:13]=2)[N:8]([C:15]([C:17]2[CH:38]=[CH:37][C:20]([O:21][CH2:22][CH2:23][CH:24]([N:29]([CH2:30][CH3:66])[CH2:48][CH3:49])[C:25]([O:27][CH3:28])=[O:26])=[CH:19][CH:18]=2)=[O:16])[C@@H:7]([CH3:39])[CH2:6]1)(=[O:64])[CH3:63]. The yield is 0.170. (5) The reactants are C(OC([N:8]1[CH2:13][CH2:12][CH:11]([S:14][C:15]2[CH:20]=[C:19]([C:21]([CH3:24])([CH3:23])[CH3:22])[C:18]([OH:25])=[C:17]([C:26]([CH3:29])([CH3:28])[CH3:27])[CH:16]=2)[CH2:10][CH2:9]1)=O)(C)(C)C.[ClH:30]. The catalyst is O1CCOCC1. The product is [ClH:30].[C:26]([C:17]1[CH:16]=[C:15]([S:14][CH:11]2[CH2:12][CH2:13][NH:8][CH2:9][CH2:10]2)[CH:20]=[C:19]([C:21]([CH3:24])([CH3:23])[CH3:22])[C:18]=1[OH:25])([CH3:29])([CH3:28])[CH3:27]. The yield is 0.970. (6) The reactants are [CH2:1]([C:3]1[S:7][C:6]([C:8]2C=C(C)O[N:9]=2)=[N:5][C:4]=1[OH:14])[CH3:2].[H-].[Na+].[F:33][C:32]([F:35])([F:34])[S:29](N([S:29]([C:32]([F:35])([F:34])[F:33])(=[O:31])=[O:30])C1C=CC=CC=1)(=[O:31])=[O:30].C1C[O:41][CH2:40][CH2:39]1. No catalyst specified. The product is [CH2:1]([C:3]1[S:7][C:6]([C:8]2[O:41][CH:40]=[CH:39][N:9]=2)=[N:5][C:4]=1[O:14][S:29]([C:32]([F:33])([F:34])[F:35])(=[O:30])=[O:31])[CH3:2]. The yield is 0.480.